This data is from Forward reaction prediction with 1.9M reactions from USPTO patents (1976-2016). The task is: Predict the product of the given reaction. (1) Given the reactants [F:1][C:2]1[CH:7]=[CH:6][C:5]([CH2:8][C:9]2[CH:18]=[C:17]3[C:12]([C:13]([OH:34])=[C:14]([C:29](OCC)=[O:30])[C:15](=[O:28])[N:16]3[CH2:19][CH2:20][N:21]3[CH2:26][CH2:25][CH2:24][CH2:23][C:22]3=[O:27])=[N:11][CH:10]=2)=[CH:4][CH:3]=1.[CH3:35][CH:36]([O:38][CH2:39][CH2:40][NH2:41])[CH3:37], predict the reaction product. The product is: [F:1][C:2]1[CH:3]=[CH:4][C:5]([CH2:8][C:9]2[CH:18]=[C:17]3[C:12]([C:13]([OH:34])=[C:14]([C:29]([NH:41][CH2:40][CH2:39][O:38][CH:36]([CH3:37])[CH3:35])=[O:30])[C:15](=[O:28])[N:16]3[CH2:19][CH2:20][N:21]3[CH2:26][CH2:25][CH2:24][CH2:23][C:22]3=[O:27])=[N:11][CH:10]=2)=[CH:6][CH:7]=1. (2) Given the reactants [CH2:1]([O:8][C:9]([N:11]([CH:28]([CH3:30])[CH3:29])[C@H:12]1[CH2:17][N:16]([C:18]([O:20][C:21]([CH3:24])([CH3:23])[CH3:22])=[O:19])[C@@H:15]([CH2:25][CH2:26][OH:27])[CH2:14][CH2:13]1)=[O:10])[C:2]1[CH:7]=[CH:6][CH:5]=[CH:4][CH:3]=1.[C:31]([Si:35]([C:43]1[CH:48]=[CH:47][CH:46]=[CH:45][CH:44]=1)([C:37]1[CH:42]=[CH:41][CH:40]=[CH:39][CH:38]=1)Cl)([CH3:34])([CH3:33])[CH3:32].N1C=CN=C1.C(=O)([O-])O.[Na+], predict the reaction product. The product is: [CH2:1]([O:8][C:9]([N:11]([CH:28]([CH3:30])[CH3:29])[C@H:12]1[CH2:17][N:16]([C:18]([O:20][C:21]([CH3:22])([CH3:23])[CH3:24])=[O:19])[C@@H:15]([CH2:25][CH2:26][O:27][Si:35]([C:31]([CH3:34])([CH3:33])[CH3:32])([C:43]2[CH:44]=[CH:45][CH:46]=[CH:47][CH:48]=2)[C:37]2[CH:42]=[CH:41][CH:40]=[CH:39][CH:38]=2)[CH2:14][CH2:13]1)=[O:10])[C:2]1[CH:3]=[CH:4][CH:5]=[CH:6][CH:7]=1.